Dataset: Catalyst prediction with 721,799 reactions and 888 catalyst types from USPTO. Task: Predict which catalyst facilitates the given reaction. Reactant: [C:1]12([C:11]3[CH:21]=[CH:20][C:14]([O:15][CH2:16][C:17](O)=[O:18])=[CH:13][CH:12]=3)[CH2:10][CH:5]3[CH2:6][CH:7]([CH2:9][CH:3]([CH2:4]3)[CH2:2]1)[CH2:8]2.C(Cl)(=O)C(Cl)=O.[CH3:28][O:29][C:30](=[O:39])[C:31]1[CH:36]=[CH:35][C:34]([OH:37])=[C:33]([NH2:38])[CH:32]=1.N1C=CC=CC=1. Product: [CH3:28][O:29][C:30](=[O:39])[C:31]1[CH:36]=[CH:35][C:34]([OH:37])=[C:33]([NH:38][C:17](=[O:18])[CH2:16][O:15][C:14]2[CH:13]=[CH:12][C:11]([C:1]34[CH2:10][CH:5]5[CH2:4][CH:3]([CH2:9][CH:7]([CH2:6]5)[CH2:8]3)[CH2:2]4)=[CH:21][CH:20]=2)[CH:32]=1. The catalyst class is: 118.